This data is from NCI-60 drug combinations with 297,098 pairs across 59 cell lines. The task is: Regression. Given two drug SMILES strings and cell line genomic features, predict the synergy score measuring deviation from expected non-interaction effect. (1) Drug 1: C1CCC(C1)C(CC#N)N2C=C(C=N2)C3=C4C=CNC4=NC=N3. Drug 2: CCC1=CC2CC(C3=C(CN(C2)C1)C4=CC=CC=C4N3)(C5=C(C=C6C(=C5)C78CCN9C7C(C=CC9)(C(C(C8N6C)(C(=O)OC)O)OC(=O)C)CC)OC)C(=O)OC.C(C(C(=O)O)O)(C(=O)O)O. Cell line: HL-60(TB). Synergy scores: CSS=77.8, Synergy_ZIP=37.0, Synergy_Bliss=30.5, Synergy_Loewe=-25.9, Synergy_HSA=22.9. (2) Drug 1: CCC1(CC2CC(C3=C(CCN(C2)C1)C4=CC=CC=C4N3)(C5=C(C=C6C(=C5)C78CCN9C7C(C=CC9)(C(C(C8N6C)(C(=O)OC)O)OC(=O)C)CC)OC)C(=O)OC)O.OS(=O)(=O)O. Drug 2: C1CN(P(=O)(OC1)NCCCl)CCCl. Cell line: NCI-H226. Synergy scores: CSS=6.65, Synergy_ZIP=0.499, Synergy_Bliss=3.22, Synergy_Loewe=-2.83, Synergy_HSA=1.50. (3) Drug 1: C1CN(P(=O)(OC1)NCCCl)CCCl. Drug 2: CC1C(C(CC(O1)OC2CC(CC3=C2C(=C4C(=C3O)C(=O)C5=C(C4=O)C(=CC=C5)OC)O)(C(=O)CO)O)N)O.Cl. Cell line: SF-295. Synergy scores: CSS=36.1, Synergy_ZIP=-0.0755, Synergy_Bliss=-0.129, Synergy_Loewe=-31.4, Synergy_HSA=0.0168. (4) Drug 1: C1CCC(C1)C(CC#N)N2C=C(C=N2)C3=C4C=CNC4=NC=N3. Drug 2: C1=CC(=CC=C1CCCC(=O)O)N(CCCl)CCCl. Cell line: ACHN. Synergy scores: CSS=45.6, Synergy_ZIP=0.991, Synergy_Bliss=2.23, Synergy_Loewe=-1.41, Synergy_HSA=2.10. (5) Drug 1: CC1=C2C(C(=O)C3(C(CC4C(C3C(C(C2(C)C)(CC1OC(=O)C(C(C5=CC=CC=C5)NC(=O)OC(C)(C)C)O)O)OC(=O)C6=CC=CC=C6)(CO4)OC(=O)C)OC)C)OC. Drug 2: CCC1(CC2CC(C3=C(CCN(C2)C1)C4=CC=CC=C4N3)(C5=C(C=C6C(=C5)C78CCN9C7C(C=CC9)(C(C(C8N6C=O)(C(=O)OC)O)OC(=O)C)CC)OC)C(=O)OC)O.OS(=O)(=O)O. Cell line: COLO 205. Synergy scores: CSS=71.5, Synergy_ZIP=2.05, Synergy_Bliss=0.499, Synergy_Loewe=0.443, Synergy_HSA=2.04. (6) Drug 1: CC1C(C(CC(O1)OC2CC(OC(C2O)C)OC3=CC4=CC5=C(C(=O)C(C(C5)C(C(=O)C(C(C)O)O)OC)OC6CC(C(C(O6)C)O)OC7CC(C(C(O7)C)O)OC8CC(C(C(O8)C)O)(C)O)C(=C4C(=C3C)O)O)O)O. Drug 2: C1C(C(OC1N2C=NC3=C2NC=NCC3O)CO)O. Cell line: SK-MEL-5. Synergy scores: CSS=15.8, Synergy_ZIP=3.18, Synergy_Bliss=6.86, Synergy_Loewe=-25.0, Synergy_HSA=3.29. (7) Drug 1: COC1=C(C=C2C(=C1)N=CN=C2NC3=CC(=C(C=C3)F)Cl)OCCCN4CCOCC4. Drug 2: C1CC(=O)NC(=O)C1N2C(=O)C3=CC=CC=C3C2=O. Cell line: BT-549. Synergy scores: CSS=22.8, Synergy_ZIP=-6.04, Synergy_Bliss=0.947, Synergy_Loewe=-8.48, Synergy_HSA=1.41. (8) Drug 1: CC1=C2C(C(=O)C3(C(CC4C(C3C(C(C2(C)C)(CC1OC(=O)C(C(C5=CC=CC=C5)NC(=O)OC(C)(C)C)O)O)OC(=O)C6=CC=CC=C6)(CO4)OC(=O)C)O)C)O. Drug 2: CC12CCC3C(C1CCC2OP(=O)(O)O)CCC4=C3C=CC(=C4)OC(=O)N(CCCl)CCCl.[Na+]. Cell line: LOX IMVI. Synergy scores: CSS=34.0, Synergy_ZIP=-2.16, Synergy_Bliss=1.63, Synergy_Loewe=-14.5, Synergy_HSA=2.53. (9) Drug 1: CN(CC1=CN=C2C(=N1)C(=NC(=N2)N)N)C3=CC=C(C=C3)C(=O)NC(CCC(=O)O)C(=O)O. Drug 2: C1CNP(=O)(OC1)N(CCCl)CCCl. Cell line: RPMI-8226. Synergy scores: CSS=54.9, Synergy_ZIP=-1.49, Synergy_Bliss=-3.15, Synergy_Loewe=-67.0, Synergy_HSA=-1.93. (10) Drug 1: C1=C(C(=O)NC(=O)N1)F. Drug 2: CC1=C(C(CCC1)(C)C)C=CC(=CC=CC(=CC(=O)O)C)C. Cell line: RXF 393. Synergy scores: CSS=31.3, Synergy_ZIP=-11.3, Synergy_Bliss=-3.29, Synergy_Loewe=-1.05, Synergy_HSA=-0.755.